From a dataset of Reaction yield outcomes from USPTO patents with 853,638 reactions. Predict the reaction yield, written as a fraction of the theoretical maximum amount of product (1.0 means a 100% yield; for example, 0.34 means a 34% yield). (1) The reactants are C(OC([NH:8][C:9]1[O:17][C:16]2[C:11](=[N:12][CH:13]=[C:14]([CH2:18][CH3:19])[CH:15]=2)[C:10]=1[C:20]([NH:22][C:23]1[CH:24]=[N:25][CH:26]=[CH:27][C:28]=1[N:29]1[CH2:34][C@H:33]([CH3:35])[CH2:32][C@H:31]([NH:36]C(=O)OC(C)(C)C)[CH2:30]1)=[O:21])=O)(C)(C)C.Cl.O1CCOCC1. The catalyst is CO. The product is [NH2:8][C:9]1[O:17][C:16]2[C:11](=[N:12][CH:13]=[C:14]([CH2:18][CH3:19])[CH:15]=2)[C:10]=1[C:20]([NH:22][C:23]1[CH:24]=[N:25][CH:26]=[CH:27][C:28]=1[N:29]1[CH2:34][C@H:33]([CH3:35])[CH2:32][C@H:31]([NH2:36])[CH2:30]1)=[O:21]. The yield is 0.530. (2) The catalyst is C(O)(=O)C.C(OCC)(=O)C. The reactants are [CH2:1]([O:3][C:4]1[N:5]([CH2:12][C:13]2[CH:18]=[CH:17][C:16]([C:19]3[C:20]([C:25]#[N:26])=[CH:21][CH:22]=[CH:23][CH:24]=3)=[CH:15][CH:14]=2)[C:6](=[O:11])[CH:7]=[C:8]([CH3:10])[N:9]=1)[CH3:2].C([O-])(=O)C.[Na+].[Br:32]Br. The product is [Br:32][C:7]1[C:6](=[O:11])[N:5]([CH2:12][C:13]2[CH:18]=[CH:17][C:16]([C:19]3[C:20]([C:25]#[N:26])=[CH:21][CH:22]=[CH:23][CH:24]=3)=[CH:15][CH:14]=2)[C:4]([O:3][CH2:1][CH3:2])=[N:9][C:8]=1[CH3:10]. The yield is 0.940. (3) The reactants are [N+:1]([C:4]1[CH:5]=[C:6]([CH:10]=[C:11]([NH:13][CH2:14][CH2:15][CH3:16])[CH:12]=1)[C:7]([OH:9])=[O:8])([O-])=O. The catalyst is CO.[Pd]. The product is [NH2:1][C:4]1[CH:5]=[C:6]([CH:10]=[C:11]([NH:13][CH2:14][CH2:15][CH3:16])[CH:12]=1)[C:7]([OH:9])=[O:8]. The yield is 1.00.